This data is from TCR-epitope binding with 47,182 pairs between 192 epitopes and 23,139 TCRs. The task is: Binary Classification. Given a T-cell receptor sequence (or CDR3 region) and an epitope sequence, predict whether binding occurs between them. (1) The epitope is TSNQVAVLY. The TCR CDR3 sequence is CASNSREVYGYTF. Result: 0 (the TCR does not bind to the epitope). (2) The epitope is TLIGDCATV. The TCR CDR3 sequence is CASSLKGDGNTEAFF. Result: 1 (the TCR binds to the epitope).